This data is from Full USPTO retrosynthesis dataset with 1.9M reactions from patents (1976-2016). The task is: Predict the reactants needed to synthesize the given product. Given the product [CH3:18][C:13]1([CH3:19])[C:14]([CH3:17])([CH3:16])[O:15][B:11]([C:2]2[CH:3]=[C:4]3[C:8](=[CH:9][CH:10]=2)[NH:7][N:6]=[CH:5]3)[O:12]1, predict the reactants needed to synthesize it. The reactants are: Br[C:2]1[CH:3]=[C:4]2[C:8](=[CH:9][CH:10]=1)[NH:7][N:6]=[CH:5]2.[B:11]1([B:11]2[O:15][C:14]([CH3:17])([CH3:16])[C:13]([CH3:19])([CH3:18])[O:12]2)[O:15][C:14]([CH3:17])([CH3:16])[C:13]([CH3:19])([CH3:18])[O:12]1.N.